Dataset: Full USPTO retrosynthesis dataset with 1.9M reactions from patents (1976-2016). Task: Predict the reactants needed to synthesize the given product. (1) Given the product [Cl:18][C:13]1[N:12]=[C:11]([NH:10][C:4]2[CH:5]=[CH:6][C:7]([O:8][CH3:9])=[C:2]([Cl:1])[CH:3]=2)[N:16]=[C:15]([NH:26][CH:19]2[CH2:25][CH2:24][CH2:23][CH2:22][CH2:21][CH2:20]2)[CH:14]=1, predict the reactants needed to synthesize it. The reactants are: [Cl:1][C:2]1[CH:3]=[C:4]([NH:10][C:11]2[N:16]=[C:15](Cl)[CH:14]=[C:13]([Cl:18])[N:12]=2)[CH:5]=[CH:6][C:7]=1[O:8][CH3:9].[CH:19]1([NH2:26])[CH2:25][CH2:24][CH2:23][CH2:22][CH2:21][CH2:20]1.C(N(CC)CC)C. (2) Given the product [F:1][C:2]([F:11])([F:10])[C:3]1[CH:8]=[CH:7][C:6]([B:16]([OH:17])[OH:15])=[CH:5][CH:4]=1, predict the reactants needed to synthesize it. The reactants are: [F:1][C:2]([F:11])([F:10])[C:3]1[CH:8]=[CH:7][C:6](Br)=[CH:5][CH:4]=1.C([O:15][B:16](OC(C)C)[O:17]C(C)C)(C)C.C([Li])CCC. (3) Given the product [Cl:5][C:6]1[CH:7]=[CH:8][C:9]([C:12]2[C:18]3[CH:19]=[C:20]([OH:23])[CH:21]=[CH:22][C:17]=3[CH2:16][CH:15]([CH3:25])[N:14]([C:26]([NH:28][CH3:29])=[O:27])[N:13]=2)=[CH:10][CH:11]=1, predict the reactants needed to synthesize it. The reactants are: B(Br)(Br)Br.[Cl:5][C:6]1[CH:11]=[CH:10][C:9]([C:12]2[C:18]3[CH:19]=[C:20]([O:23]C)[CH:21]=[CH:22][C:17]=3[CH2:16][CH:15]([CH3:25])[N:14]([C:26]([NH:28][CH3:29])=[O:27])[N:13]=2)=[CH:8][CH:7]=1. (4) Given the product [CH3:16][O:6][C:5](=[O:7])[C:4]1[CH:8]=[CH:9][CH:10]=[C:2]([F:1])[C:3]=1[CH3:11], predict the reactants needed to synthesize it. The reactants are: [F:1][C:2]1[C:3]([CH3:11])=[C:4]([CH:8]=[CH:9][CH:10]=1)[C:5]([OH:7])=[O:6].B(F)(F)F.[CH3:16]COCC. (5) Given the product [CH2:1]([C:3]1[CH:8]=[CH:7][C:6]([CH:9]2[CH2:10][CH:11]([C:23]3[O:25][N:35]=[C:33]([C:28]4[CH:29]=[CH:30][CH:31]=[CH:32][C:27]=4[F:26])[N:34]=3)[CH2:12][N:13]([C:15]([N:17]3[CH2:22][CH2:21][O:20][CH2:19][CH2:18]3)=[O:16])[CH2:14]2)=[CH:5][CH:4]=1)[CH3:2], predict the reactants needed to synthesize it. The reactants are: [CH2:1]([C:3]1[CH:8]=[CH:7][C:6]([CH:9]2[CH2:14][N:13]([C:15]([N:17]3[CH2:22][CH2:21][O:20][CH2:19][CH2:18]3)=[O:16])[CH2:12][CH:11]([C:23]([OH:25])=O)[CH2:10]2)=[CH:5][CH:4]=1)[CH3:2].[F:26][C:27]1[CH:32]=[CH:31][CH:30]=[CH:29][C:28]=1[C:33](=[N:35]O)[NH2:34]. (6) Given the product [CH2:1]([O:3][C:4](=[O:17])[CH2:5][C:6]1[CH:11]=[C:10]([C:12]([F:13])([F:15])[F:14])[CH:9]=[C:8]([O:16][S:25]([C:28]([F:31])([F:30])[F:29])(=[O:27])=[O:26])[CH:7]=1)[CH3:2], predict the reactants needed to synthesize it. The reactants are: [CH2:1]([O:3][C:4](=[O:17])[CH2:5][C:6]1[CH:11]=[C:10]([C:12]([F:15])([F:14])[F:13])[CH:9]=[C:8]([OH:16])[CH:7]=1)[CH3:2].C1C=CC(N([S:25]([C:28]([F:31])([F:30])[F:29])(=[O:27])=[O:26])[S:25]([C:28]([F:31])([F:30])[F:29])(=[O:27])=[O:26])=CC=1. (7) Given the product [Cl:25][C:21]1[CH:22]=[CH:23][N:24]=[C:17]([N:8]2[N:7]=[CH:6][C:5]3[C:4]4[CH2:3][C:2]([CH3:15])([CH3:1])[CH2:13][C:12]=4[S:11][C:10]=3[C:9]2=[O:14])[C:18]=1[CH:19]=[O:20], predict the reactants needed to synthesize it. The reactants are: [CH3:1][C:2]1([CH3:15])[CH2:13][C:12]2[S:11][C:10]3[C:9](=[O:14])[NH:8][N:7]=[CH:6][C:5]=3[C:4]=2[CH2:3]1.Br[C:17]1[N:24]=[CH:23][CH:22]=[C:21]([Cl:25])[C:18]=1[CH:19]=[O:20].